From a dataset of Full USPTO retrosynthesis dataset with 1.9M reactions from patents (1976-2016). Predict the reactants needed to synthesize the given product. (1) Given the product [CH3:1][O:2][C:3](=[O:31])[C:4]([C:16]1[CH:21]=[CH:20][C:19]([O:22][C:23]2[CH:24]=[CH:25][C:26]([CH2:29][OH:30])=[CH:27][CH:28]=2)=[CH:18][CH:17]=1)=[CH:5][C:6]1[CH:11]=[C:10]([O:12][CH3:13])[CH:9]=[C:8]([O:14][CH3:15])[CH:7]=1, predict the reactants needed to synthesize it. The reactants are: [CH3:1][O:2][C:3](=[O:31])[C:4]([C:16]1[CH:21]=[CH:20][C:19]([O:22][C:23]2[CH:28]=[CH:27][C:26]([CH:29]=[O:30])=[CH:25][CH:24]=2)=[CH:18][CH:17]=1)=[CH:5][C:6]1[CH:11]=[C:10]([O:12][CH3:13])[CH:9]=[C:8]([O:14][CH3:15])[CH:7]=1.COC1C=C(C=C(C2C=CC(OC3C=CC(C=O)=CC=3)=CC=2)C(O)=O)C=C(OC)C=1.C([O-])([O-])=O.[K+].[K+].S(OC)(OC)(=O)=O.[BH4-].[Na+]. (2) Given the product [F:25][C:26]1[CH:31]=[CH:30][CH:29]=[CH:28][C:27]=1[N:32]1[C:36]([O:37][CH3:38])=[CH:35][C:34]([C:39]([NH:2][C@H:3]([C:10]2[CH:15]=[CH:14][CH:13]=[CH:12][C:11]=2[CH3:16])[CH2:4][C:5]([O:7][CH2:8][CH3:9])=[O:6])=[O:40])=[N:33]1, predict the reactants needed to synthesize it. The reactants are: Cl.[NH2:2][C@H:3]([C:10]1[CH:15]=[CH:14][CH:13]=[CH:12][C:11]=1[CH3:16])[CH2:4][C:5]([O:7][CH2:8][CH3:9])=[O:6].C(N(CC)CC)C.O.[F:25][C:26]1[CH:31]=[CH:30][CH:29]=[CH:28][C:27]=1[N:32]1[C:36]([O:37][CH3:38])=[CH:35][C:34]([C:39](Cl)=[O:40])=[N:33]1. (3) Given the product [OH:61][N:10]=[C:37]([Cl:36])[CH:42]1[CH2:41][CH2:40][O:34][CH2:31]1, predict the reactants needed to synthesize it. The reactants are: COC1C=C([C@H]2[C@H](CC#C)OC(=O)[NH:10]2)C=CC=1.O=C1O[C@H]([C@H](CO)O)C([O-])=C1O.[Na+].[C:31](=[O:34])(O)[O-].[K+].[Cl:36][C:37]1[CH:42]=[CH:41][C:40](I)=CC=1.CNCCNC.C(=O)([O-])[O-].[Cs+].[Cs+].CC(O)(C)C.[OH2:61]. (4) The reactants are: [NH2:1][CH2:2][C:3]1[CH:8]=[CH:7][NH:6][C:5](=[O:9])[CH:4]=1.[OH-].[Na+].[CH3:12][C:13]([O:16][C:17](O[C:17]([O:16][C:13]([CH3:15])([CH3:14])[CH3:12])=[O:18])=[O:18])([CH3:15])[CH3:14].OS([O-])(=O)=O.[Na+]. Given the product [O:9]=[C:5]1[CH:4]=[C:3]([CH2:2][NH:1][C:17](=[O:18])[O:16][C:13]([CH3:15])([CH3:14])[CH3:12])[CH:8]=[CH:7][NH:6]1, predict the reactants needed to synthesize it. (5) Given the product [CH3:1][C:2]1[CH:12]=[N:11][C:5]2[N:6]([C:22](=[O:23])[CH:21]([O:20][C:19]3[CH:27]=[CH:28][C:16]([O:15][C:14]([F:30])([F:29])[F:13])=[CH:17][CH:18]=3)[CH2:25][CH3:26])[CH2:7][C:8](=[O:10])[NH:9][C:4]=2[CH:3]=1, predict the reactants needed to synthesize it. The reactants are: [CH3:1][C:2]1[CH:12]=[N:11][C:5]2[NH:6][CH2:7][C:8](=[O:10])[NH:9][C:4]=2[CH:3]=1.[F:13][C:14]([F:30])([F:29])[O:15][C:16]1[CH:28]=[CH:27][C:19]([O:20][CH:21]([CH2:25][CH3:26])[C:22](O)=[O:23])=[CH:18][CH:17]=1.Cl.CN(C)CCCN=C=NCC.O.ON1C2C=CC=CC=2N=N1. (6) Given the product [Br:26][C:27]1[CH:32]=[CH:31][C:30]([C:11]2[N:10]=[CH:9][N:8]([CH3:2])[C:12]=2[C:13]2[S:25][C:16]3[N:17]=[CH:18][N:19]=[C:20]([S:21]([CH3:24])(=[O:22])=[O:23])[C:15]=3[CH:14]=2)=[CH:29][CH:28]=1, predict the reactants needed to synthesize it. The reactants are: C[C:2]1([N:8]2[C:12]([C:13]3[S:25][C:16]4[N:17]=[CH:18][N:19]=[C:20]([S:21]([CH3:24])(=[O:23])=[O:22])[C:15]=4[CH:14]=3)=[CH:11][N:10]=[CH:9]2)C=CC=CC1.[Br:26][C:27]1[CH:32]=[CH:31][C:30](C2N=CN(C)C=2C2SC3N=CN=C(SC)C=3C=2)=[CH:29][CH:28]=1. (7) The reactants are: [Cl:1][C:2]1[N:7]=[CH:6][C:5]([CH2:8][N:9]2[C:14]([CH3:15])=[CH:13][C:12](=O)[N:11]3[N:17]=[C:18]([S:20][CH3:21])[N:19]=[C:10]23)=[CH:4][CH:3]=1.COC1C=CC(P2(SP(C3C=CC(OC)=CC=3)(=S)S2)=[S:31])=CC=1. Given the product [Cl:1][C:2]1[N:7]=[CH:6][C:5]([CH2:8][N:9]2[C:14]([CH3:15])=[CH:13][C:12](=[S:31])[N:11]3[N:17]=[C:18]([S:20][CH3:21])[N:19]=[C:10]23)=[CH:4][CH:3]=1, predict the reactants needed to synthesize it.